This data is from Full USPTO retrosynthesis dataset with 1.9M reactions from patents (1976-2016). The task is: Predict the reactants needed to synthesize the given product. The reactants are: O=[C:2]1[CH2:8][CH:7]([C:9]2[CH:14]=[CH:13][CH:12]=[CH:11][CH:10]=2)[CH2:6][CH2:5][CH2:4][CH:3]1[C:15]([O:17]C)=O.[N+]([O-])(O)=O.[NH2:23][C:24]([NH2:26])=[NH:25].C(=O)([O-])[O-].[K+].[K+].O. Given the product [NH2:26][C:24]1[N:23]=[C:15]([OH:17])[C:3]2[CH2:4][CH2:5][CH2:6][CH:7]([C:9]3[CH:14]=[CH:13][CH:12]=[CH:11][CH:10]=3)[CH2:8][C:2]=2[N:25]=1, predict the reactants needed to synthesize it.